Task: Predict which catalyst facilitates the given reaction.. Dataset: Catalyst prediction with 721,799 reactions and 888 catalyst types from USPTO (1) Reactant: [Cl:1][C:2]1[CH:3]=[C:4](OS(C2C=CC(C)=CC=2)(=O)=O)[CH:5]=[C:6]([F:8])[CH:7]=1.[C:20]([C:22]1[CH:27]=[CH:26][CH:25]=[CH:24][CH:23]=1)#[CH:21]. Product: [Cl:1][C:2]1[CH:3]=[C:4]([C:21]#[C:20][C:22]2[CH:27]=[CH:26][CH:25]=[CH:24][CH:23]=2)[CH:5]=[C:6]([F:8])[CH:7]=1. The catalyst class is: 194. (2) Reactant: [C:1]([O:7][CH2:8][CH3:9])(=[O:6])[CH2:2][C:3]([CH3:5])=[O:4].B(F)(F)F.CCOCC.[S:19]1[CH:23]=[CH:22][C:21]([CH2:24][CH2:25]O)=[CH:20]1.C(OCC)C. Product: [CH3:5][C:3]1([CH2:2][C:1]([O:7][CH2:8][CH3:9])=[O:6])[C:20]2[S:19][CH:23]=[CH:22][C:21]=2[CH2:24][CH2:25][O:4]1. The catalyst class is: 11. (3) Reactant: [CH3:1][C:2]([CH3:18])([CH3:17])[CH2:3][N:4]1[CH2:9][CH2:8][N:7]([C:10]2[CH:15]=[CH:14][C:13]([NH2:16])=[CH:12][CH:11]=2)[CH2:6][CH2:5]1.C(N(CC)CC)C.[O:26]=[C:27]([C:31]1[N:39]2[C:34]([CH2:35][CH2:36][CH2:37][CH2:38]2)=[CH:33][C:32]=1[C:40]1[CH:45]=[CH:44][CH:43]=[CH:42][CH:41]=1)[C:28](Cl)=[O:29]. The catalyst class is: 2. Product: [CH3:1][C:2]([CH3:18])([CH3:17])[CH2:3][N:4]1[CH2:9][CH2:8][N:7]([C:10]2[CH:15]=[CH:14][C:13]([NH:16][C:28](=[O:29])[C:27](=[O:26])[C:31]3[N:39]4[C:34]([CH2:35][CH2:36][CH2:37][CH2:38]4)=[CH:33][C:32]=3[C:40]3[CH:41]=[CH:42][CH:43]=[CH:44][CH:45]=3)=[CH:12][CH:11]=2)[CH2:6][CH2:5]1. (4) Reactant: [CH3:1][O:2][C@@H:3]([C@@H:12]([N:17]([CH3:25])[C:18](=[O:24])[C@H:19]([CH:21]([CH3:23])[CH3:22])[NH2:20])[C@@H:13]([CH3:16])[CH2:14][CH3:15])[CH2:4][C:5]([O:7][C:8]([CH3:11])([CH3:10])[CH3:9])=[O:6].[CH:26]1[C:38]2[CH:37]([CH2:39][O:40][C:41]([N:43]([CH3:50])[C:44]([CH3:49])([C:46](O)=[O:47])[CH3:45])=[O:42])[C:36]3[C:31](=[CH:32][CH:33]=[CH:34][CH:35]=3)[C:30]=2[CH:29]=[CH:28][CH:27]=1.CN(C(ON1N=NC2C=CC=NC1=2)=[N+](C)C)C.F[P-](F)(F)(F)(F)F.CCN(C(C)C)C(C)C. Product: [CH:35]1[C:36]2[CH:37]([CH2:39][O:40][C:41]([N:43]([CH3:50])[C:44]([CH3:45])([C:46]([NH:20][C@H:19]([C:18]([N:17]([C@@H:12]([C@@H:13]([CH3:16])[CH2:14][CH3:15])[C@H:3]([O:2][CH3:1])[CH2:4][C:5]([O:7][C:8]([CH3:11])([CH3:9])[CH3:10])=[O:6])[CH3:25])=[O:24])[CH:21]([CH3:23])[CH3:22])=[O:47])[CH3:49])=[O:42])[C:38]3[C:30](=[CH:29][CH:28]=[CH:27][CH:26]=3)[C:31]=2[CH:32]=[CH:33][CH:34]=1. The catalyst class is: 866. (5) Reactant: [CH:1]1([NH:7][C:8](=[O:14])[CH2:9][CH2:10][CH2:11][CH2:12]Cl)[CH2:6][CH2:5][CH2:4][CH2:3][CH2:2]1.[H-].[Na+]. Product: [CH:1]1([N:7]2[CH2:12][CH2:11][CH2:10][CH2:9][C:8]2=[O:14])[CH2:6][CH2:5][CH2:4][CH2:3][CH2:2]1. The catalyst class is: 1. (6) Reactant: [OH:1][C:2]1[C:7]([OH:8])=[C:6]([CH3:9])[C:5]([O:10][CH2:11][O:12][CH2:13][CH3:14])=[CH:4][C:3]=1[CH:15]([OH:21])[C:16]([O:18][CH2:19][CH3:20])=[O:17].Br[CH2:23]Cl.C(=O)([O-])[O-].[Cs+].[Cs+]. Product: [CH2:13]([O:12][CH2:11][O:10][C:5]1[CH:4]=[C:3]([CH:15]([OH:21])[C:16]([O:18][CH2:19][CH3:20])=[O:17])[C:2]2[O:1][CH2:23][O:8][C:7]=2[C:6]=1[CH3:9])[CH3:14]. The catalyst class is: 3. (7) Reactant: CC(C)([O-])C.[K+].[C:7]([O:15][CH2:16][CH3:17])(=[O:14])[CH2:8][C:9]([O:11][CH2:12][CH3:13])=[O:10].CS(O[C@H:23]1[CH2:28][CH2:27][C@@H:26]([NH:29][C:30]([O:32][C:33]([CH3:36])([CH3:35])[CH3:34])=[O:31])[C@H:25]([C:37]2[CH:42]=[CH:41][C:40]([Cl:43])=[CH:39][CH:38]=2)[CH2:24]1)(=O)=O.C([O-])(O)=O.[Na+]. Product: [C:33]([O:32][C:30]([NH:29][C@@H:26]1[CH2:27][CH2:28][C@@H:23]([CH:8]([C:9]([O:11][CH2:12][CH3:13])=[O:10])[C:7]([O:15][CH2:16][CH3:17])=[O:14])[CH2:24][C@H:25]1[C:37]1[CH:42]=[CH:41][C:40]([Cl:43])=[CH:39][CH:38]=1)=[O:31])([CH3:36])([CH3:34])[CH3:35]. The catalyst class is: 9. (8) Reactant: [C:1]1([NH:7][C:8]([N:10]2[C:18]3[C:13](=[CH:14][C:15]([NH:19][C:20]4[CH:25]=[CH:24][N:23]=[C:22]([NH2:26])[CH:21]=4)=[CH:16][CH:17]=3)[CH:12]=[CH:11]2)=[O:9])[CH:6]=[CH:5][CH:4]=[CH:3][CH:2]=1.[CH2:27]([N:29]([CH2:32][CH3:33])[CH2:30]C)[CH3:28].ClC(OC1C=CC=CC=1)=[O:36].C(NCC)C. Product: [C:1]1([NH:7][C:8]([N:10]2[C:18]3[C:13](=[CH:14][C:15]([NH:19][C:20]4[CH:25]=[CH:24][N:23]=[C:22]([NH:26][C:30]([N:29]([CH2:32][CH3:33])[CH2:27][CH3:28])=[O:36])[CH:21]=4)=[CH:16][CH:17]=3)[CH:12]=[CH:11]2)=[O:9])[CH:2]=[CH:3][CH:4]=[CH:5][CH:6]=1. The catalyst class is: 7. (9) Reactant: [NH2:1][C:2]1[CH:7]=[CH:6][C:5](I)=[CH:4][N:3]=1.[NH:9]1[CH:14]=[CH:13][CH:12]=[CH:11][C:10]1=[O:15].C([O-])([O-])=O.[K+].[K+].OC1C=CC=C2C=1N=CC=C2. Product: [NH2:1][C:2]1[N:3]=[CH:4][C:5]([N:9]2[CH:14]=[CH:13][CH:12]=[CH:11][C:10]2=[O:15])=[CH:6][CH:7]=1. The catalyst class is: 156. (10) Reactant: Cl[C:2]1[CH:3]=[C:4]([CH:31]=[CH:32][CH:33]=1)[C:5]([NH:7][C:8]1[CH:13]=[C:12]([Cl:14])[CH:11]=[CH:10][C:9]=1[C:15]1[CH2:16][CH2:17][N:18]([C:21](=[O:30])[CH2:22][N:23]2[C:27]([CH3:28])=[CH:26][C:25]([CH3:29])=[N:24]2)[CH2:19][CH:20]=1)=[O:6]. Product: [Cl:14][C:12]1[CH:11]=[CH:10][C:9]([CH:15]2[CH2:16][CH2:17][N:18]([C:21](=[O:30])[CH2:22][N:23]3[C:27]([CH3:28])=[CH:26][C:25]([CH3:29])=[N:24]3)[CH2:19][CH2:20]2)=[C:8]([NH:7][C:5](=[O:6])[C:4]2[CH:31]=[CH:32][CH:33]=[CH:2][CH:3]=2)[CH:13]=1. The catalyst class is: 29.